Dataset: Forward reaction prediction with 1.9M reactions from USPTO patents (1976-2016). Task: Predict the product of the given reaction. (1) Given the reactants [OH:1][C:2]1[CH:7]=[CH:6][C:5]([C:8]2[CH:13]=[CH:12][C:11]([N+:14]([O-:16])=[O:15])=[CH:10][CH:9]=2)=[CH:4][CH:3]=1.C(=O)([O-])[O-].[K+].[K+].I[CH2:24][CH2:25][CH3:26], predict the reaction product. The product is: [N+:14]([C:11]1[CH:12]=[CH:13][C:8]([C:5]2[CH:4]=[CH:3][C:2]([O:1][CH2:24][CH2:25][CH3:26])=[CH:7][CH:6]=2)=[CH:9][CH:10]=1)([O-:16])=[O:15]. (2) The product is: [CH:24]1([C:31](=[O:32])[CH:10]([C:3]2[C:2]([F:1])=[CH:7][C:6]([F:8])=[CH:5][C:4]=2[F:9])[C:11]([O:13][CH2:14][CH3:15])=[O:12])[CH2:30][CH2:29][CH2:28][CH2:27][CH2:26][CH2:25]1. Given the reactants [F:1][C:2]1[CH:7]=[C:6]([F:8])[CH:5]=[C:4]([F:9])[C:3]=1[CH2:10][C:11]([O:13][CH2:14][CH3:15])=[O:12].C([N-]C(C)C)(C)C.[Li+].[CH:24]1([C:31](Cl)=[O:32])[CH2:30][CH2:29][CH2:28][CH2:27][CH2:26][CH2:25]1.Cl, predict the reaction product. (3) Given the reactants [Cl:1][C:2]1[CH:7]=[CH:6][C:5]([CH:8]=[CH:9][C:10]([OH:12])=[O:11])=[CH:4][CH:3]=1, predict the reaction product. The product is: [Cl:1][C:2]1[CH:3]=[CH:4][C:5]([CH2:8][CH2:9][C:10]([OH:12])=[O:11])=[CH:6][CH:7]=1. (4) Given the reactants C([O:4][C:5]1[CH:6]=[C:7]([CH3:15])[C:8]([S:13][CH3:14])=[C:9]([O:11][CH3:12])[CH:10]=1)C=C.[BH4-].[Na+], predict the reaction product. The product is: [CH3:12][O:11][C:9]1[CH:10]=[C:5]([OH:4])[CH:6]=[C:7]([CH3:15])[C:8]=1[S:13][CH3:14]. (5) Given the reactants [CH2:1]([S:3]([C:6]1[CH:33]=[CH:32][C:9]([O:10][C:11]2[C:12]([CH:26]([OH:31])[CH2:27][CH2:28][CH2:29]O)=[CH:13][C:14]3[N:18]=[C:17]([C:19]4[CH:24]=[CH:23][CH:22]=[CH:21][N:20]=4)[NH:16][C:15]=3[CH:25]=2)=[CH:8][CH:7]=1)(=[O:5])=[O:4])[CH3:2], predict the reaction product. The product is: [O:31]1[CH2:29][CH2:28][CH2:27][CH:26]1[C:12]1[C:11]([O:10][C:9]2[CH:32]=[CH:33][C:6]([S:3]([CH2:1][CH3:2])(=[O:5])=[O:4])=[CH:7][CH:8]=2)=[CH:25][C:15]2[NH:16][C:17]([C:19]3[CH:24]=[CH:23][CH:22]=[CH:21][N:20]=3)=[N:18][C:14]=2[CH:13]=1.